Dataset: Forward reaction prediction with 1.9M reactions from USPTO patents (1976-2016). Task: Predict the product of the given reaction. (1) Given the reactants [NH2:1][C:2]1[C:10]2[C:5](=[CH:6][N:7]=[CH:8][CH:9]=2)[S:4][C:3]=1[C:11](OCC)=[O:12].[H-].[H-].[H-].[H-].[Li+].[Al+3].CO, predict the reaction product. The product is: [NH2:1][C:2]1[C:10]2[C:5](=[CH:6][N:7]=[CH:8][CH:9]=2)[S:4][C:3]=1[CH2:11][OH:12]. (2) The product is: [CH:1]([C:4]1[C:8]([CH2:9][CH2:10][CH2:11][O:12][C:24]2[CH:29]=[CH:28][CH:27]=[CH:26][C:25]=2[CH2:30][C:31]([OH:33])=[O:32])=[CH:7][N:6]([C:13]2[CH:14]=[CH:15][C:16]([C:19]([F:21])([F:22])[F:20])=[CH:17][CH:18]=2)[N:5]=1)([CH3:3])[CH3:2]. Given the reactants [CH:1]([C:4]1[C:8]([CH2:9][CH2:10][CH2:11][OH:12])=[CH:7][N:6]([C:13]2[CH:18]=[CH:17][C:16]([C:19]([F:22])([F:21])[F:20])=[CH:15][CH:14]=2)[N:5]=1)([CH3:3])[CH3:2].O[C:24]1[CH:29]=[CH:28][CH:27]=[CH:26][C:25]=1[CH2:30][C:31]([O:33]C)=[O:32].C(P(CCCC)CCCC)CCC.N(C(N1CCCCC1)=O)=NC(N1CCCCC1)=O, predict the reaction product.